From a dataset of Catalyst prediction with 721,799 reactions and 888 catalyst types from USPTO. Predict which catalyst facilitates the given reaction. (1) Reactant: [C:1]([O:4][C:5]1[C:14]([CH3:15])=[C:13]2[C:8]([C:9](=[O:26])[C:10]([C:16]3[CH:21]=[CH:20][C:19]([O:22][CH3:23])=[C:18]([O:24][CH3:25])[CH:17]=3)=[CH:11][O:12]2)=[CH:7][CH:6]=1)(=[O:3])[CH3:2].[H][H]. Product: [C:1]([O:4][C:5]1[C:14]([CH3:15])=[C:13]2[C:8]([CH:9]([OH:26])[CH:10]([C:16]3[CH:21]=[CH:20][C:19]([O:22][CH3:23])=[C:18]([O:24][CH3:25])[CH:17]=3)[CH2:11][O:12]2)=[CH:7][CH:6]=1)(=[O:3])[CH3:2]. The catalyst class is: 8. (2) The catalyst class is: 6. Product: [F:13][C:14]([F:24])([F:25])[C:15]1[CH:23]=[CH:22][C:18]([CH2:19][O:20][NH:21][C:2]2[N:12]=[CH:11][CH:10]=[CH:9][C:3]=2[C:4]([O:6][CH2:7][CH3:8])=[O:5])=[CH:17][CH:16]=1. Reactant: Cl[C:2]1[N:12]=[CH:11][CH:10]=[CH:9][C:3]=1[C:4]([O:6][CH2:7][CH3:8])=[O:5].[F:13][C:14]([F:25])([F:24])[C:15]1[CH:23]=[CH:22][C:18]([CH2:19][O:20][NH2:21])=[CH:17][CH:16]=1.